This data is from NCI-60 drug combinations with 297,098 pairs across 59 cell lines. The task is: Regression. Given two drug SMILES strings and cell line genomic features, predict the synergy score measuring deviation from expected non-interaction effect. (1) Drug 1: CN(C)N=NC1=C(NC=N1)C(=O)N. Drug 2: CN(C(=O)NC(C=O)C(C(C(CO)O)O)O)N=O. Cell line: BT-549. Synergy scores: CSS=-2.32, Synergy_ZIP=-0.0821, Synergy_Bliss=-2.32, Synergy_Loewe=-3.17, Synergy_HSA=-3.50. (2) Drug 1: CC1=CC=C(C=C1)C2=CC(=NN2C3=CC=C(C=C3)S(=O)(=O)N)C(F)(F)F. Drug 2: CCC1(C2=C(COC1=O)C(=O)N3CC4=CC5=C(C=CC(=C5CN(C)C)O)N=C4C3=C2)O.Cl. Cell line: NCI-H460. Synergy scores: CSS=21.3, Synergy_ZIP=2.23, Synergy_Bliss=2.66, Synergy_Loewe=-54.6, Synergy_HSA=-1.78. (3) Synergy scores: CSS=6.49, Synergy_ZIP=-4.62, Synergy_Bliss=-0.0129, Synergy_Loewe=-2.41, Synergy_HSA=-1.20. Drug 1: CC(CN1CC(=O)NC(=O)C1)N2CC(=O)NC(=O)C2. Cell line: TK-10. Drug 2: C1=NC(=NC(=O)N1C2C(C(C(O2)CO)O)O)N. (4) Drug 1: C1=NNC2=C1C(=O)NC=N2. Cell line: CAKI-1. Synergy scores: CSS=33.0, Synergy_ZIP=6.61, Synergy_Bliss=7.35, Synergy_Loewe=-25.4, Synergy_HSA=2.65. Drug 2: CC1CCCC2(C(O2)CC(NC(=O)CC(C(C(=O)C(C1O)C)(C)C)O)C(=CC3=CSC(=N3)C)C)C. (5) Drug 1: CC1=C2C(C(=O)C3(C(CC4C(C3C(C(C2(C)C)(CC1OC(=O)C(C(C5=CC=CC=C5)NC(=O)C6=CC=CC=C6)O)O)OC(=O)C7=CC=CC=C7)(CO4)OC(=O)C)O)C)OC(=O)C. Drug 2: C1CNP(=O)(OC1)N(CCCl)CCCl. Cell line: K-562. Synergy scores: CSS=61.2, Synergy_ZIP=1.31, Synergy_Bliss=-0.621, Synergy_Loewe=-3.22, Synergy_HSA=-3.11.